Dataset: Peptide-MHC class II binding affinity with 134,281 pairs from IEDB. Task: Regression. Given a peptide amino acid sequence and an MHC pseudo amino acid sequence, predict their binding affinity value. This is MHC class II binding data. The MHC is HLA-DPA10103-DPB10401 with pseudo-sequence HLA-DPA10103-DPB10401. The peptide sequence is KFTQFAGKDLESIKG. The binding affinity (normalized) is 0.286.